From a dataset of Experimentally validated miRNA-target interactions with 360,000+ pairs, plus equal number of negative samples. Binary Classification. Given a miRNA mature sequence and a target amino acid sequence, predict their likelihood of interaction. The miRNA is mmu-miR-568 with sequence AUGUAUAAAUGUAUACACAC. The protein sequence of the target gene is MGKSFANFMCKKDFHPASKSNIKKVWMAEQKISYDKKKQEELMQQYLKEQESYDNRLLMGDERVKNGLNFMYEAPPGVKKENKEKEETEGETEYKFEWQKGAPREKYAKDDMNIRDQPFGIQVRNVRCIKCHKWGHVNTDRECPLFGLSGINASSVPTDGSGPSMHPSELIAEMRNSGFALKRNVLGRNLTANDPSQDYVASDCEEDPEVEFLKSLTTKQKQKLLRKLDRLEKKKKKKKSDKKKKKLQKSKNKHKKRKNKSPSSSSSSSSSSSSSSSSSSSSSSSSETSDSSSESDNKEK.... Result: 1 (interaction).